Dataset: Forward reaction prediction with 1.9M reactions from USPTO patents (1976-2016). Task: Predict the product of the given reaction. (1) The product is: [NH2:3][C:4]1[N:8]([C:9]2[CH:14]=[CH:13][CH:12]=[C:11]([Br:15])[CH:10]=2)[N:7]=[C:6]([C:16]([O:18][CH2:19][CH3:20])=[O:17])[C:5]=1[S:21][C:22]#[N:23]. Given the reactants BrBr.[NH2:3][C:4]1[N:8]([C:9]2[CH:14]=[CH:13][CH:12]=[C:11]([Br:15])[CH:10]=2)[N:7]=[C:6]([C:16]([O:18][CH2:19][CH3:20])=[O:17])[CH:5]=1.[S-:21][C:22]#[N:23].[K+].C(=O)([O-])[O-].[Na+].[Na+], predict the reaction product. (2) Given the reactants [Cl:1][C:2]1[C:7]([N:8]2[CH2:13][CH2:12][N:11]([CH2:14][CH2:15][N:16]([CH3:27])[S:17]([C:20]3[CH:25]=[CH:24][C:23]([F:26])=[CH:22][CH:21]=3)(=[O:19])=[O:18])[CH2:10][CH2:9]2)=[CH:6][CH:5]=[CH:4][N:3]=1.[NH:28]1[C:36]2[CH:35]=[CH:34][CH:33]=[C:32](B(O)O)[C:31]=2[CH:30]=[CH:29]1.C(=O)([O-])[O-].[K+].[K+].B(O)O, predict the reaction product. The product is: [ClH:1].[F:26][C:23]1[CH:24]=[CH:25][C:20]([S:17]([N:16]([CH2:15][CH2:14][N:11]2[CH2:12][CH2:13][N:8]([C:7]3[C:2]([C:32]4[CH:33]=[CH:34][CH:35]=[C:36]5[C:31]=4[CH:30]=[CH:29][NH:28]5)=[N:3][CH:4]=[CH:5][CH:6]=3)[CH2:9][CH2:10]2)[CH3:27])(=[O:19])=[O:18])=[CH:21][CH:22]=1. (3) Given the reactants Cl.[NH2:2][CH2:3][C:4]1[CH:5]=[C:6]2[C:11](=[CH:12][CH:13]=1)[N:10]=[C:9]([CH3:14])[N:8]([CH:15]1[CH2:20][CH2:19][C:18](=[O:21])[NH:17][C:16]1=[O:22])[C:7]2=[O:23].C(N(CC)CC)C.[C:31]1([CH3:40])[CH:36]=[CH:35][CH:34]=[C:33]([N:37]=[C:38]=[O:39])[CH:32]=1, predict the reaction product. The product is: [O:22]=[C:16]1[CH:15]([N:8]2[C:7](=[O:23])[C:6]3[C:11](=[CH:12][CH:13]=[C:4]([CH2:3][NH:2][C:38]([NH:37][C:33]4[CH:32]=[C:31]([CH3:40])[CH:36]=[CH:35][CH:34]=4)=[O:39])[CH:5]=3)[N:10]=[C:9]2[CH3:14])[CH2:20][CH2:19][C:18](=[O:21])[NH:17]1. (4) Given the reactants [C:1]([C:3]1[CH:4]=[C:5]2[C:13](=[CH:14][CH:15]=1)[N:12]([CH2:16][C:17]1[CH:22]=[CH:21][CH:20]=[C:19]([F:23])[CH:18]=1)[C:11]1[CH2:10][CH2:9][CH:8]([NH:24][C:25](=[O:29])[CH:26]([CH3:28])[CH3:27])[CH2:7][C:6]2=1)#[N:2].N[NH:31][C:32]([NH2:34])=[S:33].[NH4+].[OH-], predict the reaction product. The product is: [NH2:34][C:32]1[S:33][C:1]([C:3]2[CH:4]=[C:5]3[C:13](=[CH:14][CH:15]=2)[N:12]([CH2:16][C:17]2[CH:22]=[CH:21][CH:20]=[C:19]([F:23])[CH:18]=2)[C:11]2[CH2:10][CH2:9][CH:8]([NH:24][C:25](=[O:29])[CH:26]([CH3:27])[CH3:28])[CH2:7][C:6]3=2)=[N:2][N:31]=1. (5) Given the reactants [O:1]([C:8]1[CH:13]=[CH:12][C:11]([CH2:14][NH:15][C:16](=[O:25])[C:17]2[CH:22]=[CH:21][C:20]([F:23])=[N:19][C:18]=2F)=[CH:10][CH:9]=1)[C:2]1[CH:7]=[CH:6][CH:5]=[CH:4][CH:3]=1.[NH3:26], predict the reaction product. The product is: [O:1]([C:8]1[CH:13]=[CH:12][C:11]([CH2:14][NH:15][C:16](=[O:25])[C:17]2[CH:22]=[CH:21][C:20]([F:23])=[N:19][C:18]=2[NH2:26])=[CH:10][CH:9]=1)[C:2]1[CH:7]=[CH:6][CH:5]=[CH:4][CH:3]=1. (6) Given the reactants [CH3:1][N:2]([CH3:32])[C:3]([C:5]1[N:26]([CH:27]2[CH2:31][CH2:30][CH2:29][CH2:28]2)[C:8]2[N:9]=[C:10]([NH:13][C:14]3[CH:19]=[CH:18][C:17]([N:20]4[CH2:25][CH2:24][NH:23][CH2:22][CH2:21]4)=[CH:16][N:15]=3)[N:11]=[CH:12][C:7]=2[CH:6]=1)=[O:4].[CH3:33][C@@H:34]1[CH2:36][O:35]1, predict the reaction product. The product is: [CH3:1][N:2]([CH3:32])[C:3]([C:5]1[N:26]([CH:27]2[CH2:31][CH2:30][CH2:29][CH2:28]2)[C:8]2[N:9]=[C:10]([NH:13][C:14]3[CH:19]=[CH:18][C:17]([N:20]4[CH2:21][CH2:22][N:23]([CH2:33][C@H:34]([OH:35])[CH3:36])[CH2:24][CH2:25]4)=[CH:16][N:15]=3)[N:11]=[CH:12][C:7]=2[CH:6]=1)=[O:4]. (7) Given the reactants [C:1]1([CH3:14])[CH:6]=[CH:5][C:4]([C:7]2([C:10]([O:12][CH3:13])=[O:11])[CH2:9][CH2:8]2)=[CH:3][CH:2]=1.[Br:15]N1C(=O)CCC1=O, predict the reaction product. The product is: [Br:15][CH2:14][C:1]1[CH:2]=[CH:3][C:4]([C:7]2([C:10]([O:12][CH3:13])=[O:11])[CH2:9][CH2:8]2)=[CH:5][CH:6]=1. (8) The product is: [CH3:22][O:21][C:19]([NH:1][C@@H:2]([CH2:6][C:7]1[N:8]=[CH:9][N:10]([CH3:12])[CH:11]=1)[C:3]([OH:5])=[O:4])=[O:20].[ClH:18]. Given the reactants [NH2:1][C@@H:2]([CH2:6][C:7]1[N:8]=[CH:9][N:10]([CH3:12])[CH:11]=1)[C:3]([OH:5])=[O:4].C([O-])(O)=O.[Na+].[Cl:18][C:19]([O:21][CH3:22])=[O:20], predict the reaction product. (9) Given the reactants Cl.[Br:2][C:3]1[CH:4]=[CH:5][C:6]2[O:12][CH2:11][CH2:10][NH:9][CH2:8][C:7]=2[CH:13]=1.CCN(C(C)C)C(C)C.N1C=CC=CC=1.[C:29](Cl)([Cl:31])=[O:30], predict the reaction product. The product is: [Br:2][C:3]1[CH:4]=[CH:5][C:6]2[O:12][CH2:11][CH2:10][N:9]([C:29]([Cl:31])=[O:30])[CH2:8][C:7]=2[CH:13]=1.